Dataset: Full USPTO retrosynthesis dataset with 1.9M reactions from patents (1976-2016). Task: Predict the reactants needed to synthesize the given product. (1) Given the product [F:1][C:2]1[C:3]([C:14]2[CH2:19][C:18]([CH3:21])([CH3:20])[CH2:17][C:16]([CH3:23])([CH3:22])[CH:15]=2)=[C:4]([N:8]2[CH2:13][CH2:12][N:11]([CH2:30][CH:27]3[CH2:28][CH2:29][O:24][CH2:25][CH2:26]3)[CH2:10][CH2:9]2)[CH:5]=[CH:6][CH:7]=1, predict the reactants needed to synthesize it. The reactants are: [F:1][C:2]1[C:3]([C:14]2[CH2:19][C:18]([CH3:21])([CH3:20])[CH2:17][C:16]([CH3:23])([CH3:22])[CH:15]=2)=[C:4]([N:8]2[CH2:13][CH2:12][NH:11][CH2:10][CH2:9]2)[CH:5]=[CH:6][CH:7]=1.[O:24]1[CH2:29][CH2:28][CH:27]([CH:30]=O)[CH2:26][CH2:25]1.C(O[BH-](OC(=O)C)OC(=O)C)(=O)C.[Na+].C(O)(=O)C.C(=O)([O-])O.[Na+]. (2) Given the product [CH2:34]([O:33][C:31]([N:18]1[CH2:17][CH2:16][C:15]([C:12]([OH:14])=[O:13])([C:21]2[CH:26]=[CH:25][CH:24]=[CH:23][CH:22]=2)[CH2:20][CH2:19]1)=[O:32])[C:35]1[CH:40]=[CH:39][CH:38]=[CH:37][CH:36]=1, predict the reactants needed to synthesize it. The reactants are: C1(C)C=CC(S(O)(=O)=O)=CC=1.[C:12]([C:15]1([C:21]2[CH:26]=[CH:25][CH:24]=[CH:23][CH:22]=2)[CH2:20][CH2:19][NH:18][CH2:17][CH2:16]1)([OH:14])=[O:13].[OH-].[Na+].O.Cl[C:31]([O:33][CH2:34][C:35]1[CH:40]=[CH:39][CH:38]=[CH:37][CH:36]=1)=[O:32]. (3) The reactants are: [C:1]1([C:25]2[CH:30]=[CH:29][CH:28]=[CH:27][CH:26]=2)[CH:6]=[CH:5][C:4]([CH2:7][CH:8]([NH:17]C(OC(C)(C)C)=O)[CH2:9][C:10]([O:12][C:13]([CH3:16])([CH3:15])[CH3:14])=[O:11])=[CH:3][CH:2]=1.[ClH:31].O1CCOCC1. Given the product [ClH:31].[C:13]([O:12][C:10](=[O:11])[CH2:9][CH:8]([NH2:17])[CH2:7][C:4]1[CH:3]=[CH:2][C:1]([C:25]2[CH:26]=[CH:27][CH:28]=[CH:29][CH:30]=2)=[CH:6][CH:5]=1)([CH3:16])([CH3:14])[CH3:15], predict the reactants needed to synthesize it. (4) The reactants are: [Si](O[C@@H]1[C@@H](CO[Si](C(C)(C)C)(C)C)O[C@@H](N2C3N=CN=C(OC4C=CC([N+]([O-])=O)=CC=4)C=3N=C2)C1)(C(C)(C)C)(C)C.N1(O[C:52]2[C:53]3[N:54]=[CH:55][N:56]([C:87]=3[N:88]=[CH:89][N:90]=2)[C@@H:57]2[O:86][C@H:76]([CH2:77][O:78][Si:79]([C:82]([CH3:85])([CH3:84])[CH3:83])([CH3:81])[CH3:80])[C@@H:67]([O:68][Si:69]([C:72]([CH3:75])([CH3:74])[CH3:73])([CH3:71])[CH3:70])[C@H:58]2[O:59][Si:60]([C:63]([CH3:66])([CH3:65])[CH3:64])([CH3:62])[CH3:61])C2C=CC=CC=2N=N1.C([O-])([O-])=O.[Cs+].[Cs+].[OH:97][C:98]1[CH:99]=[CH:100][CH:101]=[C:102]2[C:107]=1[N:106]=[CH:105][CH:104]=[CH:103]2. Given the product [N:106]1[C:107]2[C:102](=[CH:101][CH:100]=[CH:99][C:98]=2[O:97][C:52]2[C:53]3[N:54]=[CH:55][N:56]([C:87]=3[N:88]=[CH:89][N:90]=2)[C@@H:57]2[O:86][C@H:76]([CH2:77][O:78][Si:79]([C:82]([CH3:85])([CH3:84])[CH3:83])([CH3:81])[CH3:80])[C@@H:67]([O:68][Si:69]([C:72]([CH3:73])([CH3:74])[CH3:75])([CH3:70])[CH3:71])[C@H:58]2[O:59][Si:60]([C:63]([CH3:66])([CH3:65])[CH3:64])([CH3:61])[CH3:62])[CH:103]=[CH:104][CH:105]=1, predict the reactants needed to synthesize it. (5) Given the product [CH:1]([C:4]1[N:5]=[C:6]([CH2:9][CH2:10][C:11]2[CH:36]=[CH:35][N:14]3[C:15](=[O:34])[C:16]([C:20]4[N:24]([CH2:25][C:26]5[CH:31]=[CH:30][C:29]([O:32][CH3:33])=[CH:28][CH:27]=5)[N:23]=[N:22][N:21]=4)=[C:17]([O:19][S:59]([C:56]4[CH:57]=[CH:58][C:53]([CH3:63])=[CH:54][CH:55]=4)(=[O:61])=[O:60])[N:18]=[C:13]3[CH:12]=2)[S:7][CH:8]=1)([CH3:3])[CH3:2], predict the reactants needed to synthesize it. The reactants are: [CH:1]([C:4]1[N:5]=[C:6]([CH2:9][CH2:10][C:11]2[CH:36]=[CH:35][N:14]3[C:15](=[O:34])[C:16]([C:20]4[N:24]([CH2:25][C:26]5[CH:31]=[CH:30][C:29]([O:32][CH3:33])=[CH:28][CH:27]=5)[N:23]=[N:22][N:21]=4)=[C:17]([OH:19])[N:18]=[C:13]3[CH:12]=2)[S:7][CH:8]=1)([CH3:3])[CH3:2].CN(C1C=CC=CN=1)C.C(N(CC)CC)C.[C:53]1([CH3:63])[CH:58]=[CH:57][C:56]([S:59](Cl)(=[O:61])=[O:60])=[CH:55][CH:54]=1. (6) The reactants are: [CH2:1]([O:8][C:9]1[CH:14]=[CH:13][N:12]([CH2:15][CH2:16][C:17]2[CH:26]=[C:25]3[C:20]([CH2:21][CH2:22][NH:23][CH2:24]3)=[CH:19][CH:18]=2)[C:11](=[O:27])[CH:10]=1)[C:2]1[CH:7]=[CH:6][CH:5]=[CH:4][CH:3]=1.C=O.[C:30](O[BH-](OC(=O)C)OC(=O)C)(=O)C.[Na+].C([O-])([O-])=O.[Na+].[Na+]. Given the product [CH2:1]([O:8][C:9]1[CH:14]=[CH:13][N:12]([CH2:15][CH2:16][C:17]2[CH:26]=[C:25]3[C:20]([CH2:21][CH2:22][N:23]([CH3:30])[CH2:24]3)=[CH:19][CH:18]=2)[C:11](=[O:27])[CH:10]=1)[C:2]1[CH:3]=[CH:4][CH:5]=[CH:6][CH:7]=1, predict the reactants needed to synthesize it. (7) Given the product [NH:1]1[C:9]2[C:4](=[CH:5][CH:6]=[CH:7][CH:8]=2)[C:3](/[CH:10]=[CH:11]/[C:12]2[CH:17]=[CH:16][CH:15]=[CH:14][C:13]=2[N:18]2[CH:22]=[CH:21][C:20]([CH2:23][N:29]([CH3:30])[CH2:28][CH2:27][N:26]([CH3:31])[CH3:25])=[CH:19]2)=[N:2]1, predict the reactants needed to synthesize it. The reactants are: [NH:1]1[C:9]2[C:4](=[CH:5][CH:6]=[CH:7][CH:8]=2)[C:3](/[CH:10]=[CH:11]/[C:12]2[CH:17]=[CH:16][CH:15]=[CH:14][C:13]=2[N:18]2[CH:22]=[CH:21][C:20]([CH:23]=O)=[CH:19]2)=[N:2]1.[CH3:25][N:26]([CH3:31])[CH2:27][CH2:28][NH:29][CH3:30].C(O)(=O)C.C(O[BH-](OC(=O)C)OC(=O)C)(=O)C.[Na+].